From a dataset of Forward reaction prediction with 1.9M reactions from USPTO patents (1976-2016). Predict the product of the given reaction. (1) Given the reactants [C:1](O[K])(C)(C)C.[CH2:7]([N:14]1[CH2:19][CH2:18][C:17](=O)[C:16]([F:22])([F:21])[CH2:15]1)[C:8]1[CH:13]=[CH:12][CH:11]=[CH:10][CH:9]=1.CCCCCC.O, predict the reaction product. The product is: [CH2:7]([N:14]1[CH2:19][CH2:18][C:17](=[CH2:1])[C:16]([F:22])([F:21])[CH2:15]1)[C:8]1[CH:13]=[CH:12][CH:11]=[CH:10][CH:9]=1. (2) Given the reactants C[O:2][C:3]([C:5]1([OH:28])[CH2:10][C@@H:9]([O:11][Si:12]([C:15]([CH3:18])([CH3:17])[CH3:16])([CH3:14])[CH3:13])[C:8](=[CH2:19])[C@H:7]([O:20][Si:21]([C:24]([CH3:27])([CH3:26])[CH3:25])([CH3:23])[CH3:22])[CH2:6]1)=O.C1COCC1, predict the reaction product. The product is: [Si:12]([O:11][C@H:9]1[C:8](=[CH2:19])[C@H:7]([O:20][Si:21]([C:24]([CH3:27])([CH3:26])[CH3:25])([CH3:23])[CH3:22])[CH2:6][C:5]([CH2:3][OH:2])([OH:28])[CH2:10]1)([C:15]([CH3:17])([CH3:18])[CH3:16])([CH3:14])[CH3:13]. (3) Given the reactants Cl[CH2:2][C:3]1[CH:8]=[CH:7][C:6]([C:9]2[NH:26][C:12]3[N:13]=[CH:14][N:15]=[C:16]([NH:17][C@@H:18]([C:20]4[CH:25]=[CH:24][CH:23]=[CH:22][CH:21]=4)[CH3:19])[C:11]=3[CH:10]=2)=[CH:5][CH:4]=1.[CH3:27][N:28]1[CH2:33][CH2:32][NH:31][CH2:30][CH2:29]1.C(=O)([O-])[O-].[K+].[K+], predict the reaction product. The product is: [CH3:27][N:28]1[CH2:33][CH2:32][N:31]([CH2:2][C:3]2[CH:8]=[CH:7][C:6]([C:9]3[NH:26][C:12]4[N:13]=[CH:14][N:15]=[C:16]([NH:17][C@@H:18]([C:20]5[CH:25]=[CH:24][CH:23]=[CH:22][CH:21]=5)[CH3:19])[C:11]=4[CH:10]=3)=[CH:5][CH:4]=2)[CH2:30][CH2:29]1. (4) The product is: [CH2:1]([C:13]1[CH:29]=[CH:28][C:16]([C:17]([C:19]2[CH:27]=[CH:26][CH:25]=[CH:24][C:20]=2[C:21]([Cl:32])=[O:22])=[O:18])=[CH:15][CH:14]=1)[CH2:2][CH2:3][CH2:4][CH2:5][CH2:6][CH2:7][CH2:8][CH2:9][CH2:10][CH2:11][CH3:12]. Given the reactants [CH2:1]([C:13]1[CH:29]=[CH:28][C:16]([C:17]([C:19]2[CH:27]=[CH:26][CH:25]=[CH:24][C:20]=2[C:21](O)=[O:22])=[O:18])=[CH:15][CH:14]=1)[CH2:2][CH2:3][CH2:4][CH2:5][CH2:6][CH2:7][CH2:8][CH2:9][CH2:10][CH2:11][CH3:12].S(Cl)([Cl:32])=O, predict the reaction product. (5) Given the reactants Br[C:2]1[CH:7]=[C:6]([CH3:8])[C:5]([NH:9][C:10]([NH:12][C:13]2[C:14]([C:23]([NH:25][C:26]3([C:33]([O:35][CH3:36])=[O:34])[CH2:32][CH2:31][CH2:30][CH2:29][CH2:28][CH2:27]3)=[O:24])=[CH:15][C:16]3[C:21]([CH:22]=2)=[CH:20][CH:19]=[CH:18][CH:17]=3)=[O:11])=[C:4]([CH3:37])[CH:3]=1.[C:38]1(B(O)O)[CH:43]=[CH:42][CH:41]=[CH:40][CH:39]=1.C([O-])([O-])=O.[Na+].[Na+].CCCCCC.C(OCC)(=O)C, predict the reaction product. The product is: [CH3:37][C:4]1[CH:3]=[C:2]([C:38]2[CH:43]=[CH:42][CH:41]=[CH:40][CH:39]=2)[CH:7]=[C:6]([CH3:8])[C:5]=1[NH:9][C:10]([NH:12][C:13]1[C:14]([C:23]([NH:25][C:26]2([C:33]([O:35][CH3:36])=[O:34])[CH2:32][CH2:31][CH2:30][CH2:29][CH2:28][CH2:27]2)=[O:24])=[CH:15][C:16]2[C:21]([CH:22]=1)=[CH:20][CH:19]=[CH:18][CH:17]=2)=[O:11].